This data is from Reaction yield outcomes from USPTO patents with 853,638 reactions. The task is: Predict the reaction yield, written as a fraction of the theoretical maximum amount of product (1.0 means a 100% yield; for example, 0.34 means a 34% yield). (1) The yield is 0.860. The reactants are [CH3:1][C:2]1[CH:7]=[C:6]([C:8]([F:11])([F:10])[F:9])[C:5]([N+:12]([O-:14])=[O:13])=[CH:4][C:3]=1[N+:15]([O-:17])=[O:16].C[C:19]([N:21]([CH3:23])[CH3:22])=O. The catalyst is CN(C=O)C. The product is [N+:15]([C:3]1[CH:4]=[C:5]([N+:12]([O-:14])=[O:13])[C:6]([C:8]([F:10])([F:11])[F:9])=[CH:7][C:2]=1/[CH:1]=[CH:19]/[N:21]([CH3:23])[CH3:22])([O-:17])=[O:16]. (2) The reactants are C([Mg]Br)C.[Cl:5][C:6]1[CH:7]=[C:8]2[C:13](=[CH:14][CH:15]=1)[CH:12]=[C:11]([SH:16])[CH:10]=[CH:9]2.[O:17]1[CH2:19][C@@H:18]1[C:20]([O:22][CH3:23])=[O:21].[Cl-].[NH4+]. The catalyst is C(OCC)C.C1COCC1. The product is [Cl:5][C:6]1[CH:7]=[C:8]2[C:13](=[CH:14][CH:15]=1)[CH:12]=[C:11]([S:16][CH2:19][C@@H:18]([OH:17])[C:20]([O:22][CH3:23])=[O:21])[CH:10]=[CH:9]2. The yield is 0.770. (3) The reactants are C(O)(C(F)(F)F)=O.C(OC([N:15]1[CH2:19][CH2:18][CH2:17][C@H:16]1[C:20]1[NH:21][C:22]([C:25]2[S:29][C:28]([C:30]3[S:31][C:32]([C:35]4[N:36]=[C:37]([C@@H:40]5[CH2:44][CH2:43][CH2:42][N:41]5C(OC(C)(C)C)=O)[NH:38][CH:39]=4)=[CH:33][N:34]=3)=[N:27][CH:26]=2)=[CH:23][N:24]=1)=O)(C)(C)C. The catalyst is ClCCl. The product is [NH:41]1[CH2:42][CH2:43][CH2:44][C@H:40]1[C:37]1[NH:38][CH:39]=[C:35]([C:32]2[S:31][C:30]([C:28]3[S:29][C:25]([C:22]4[N:21]=[C:20]([C@@H:16]5[CH2:17][CH2:18][CH2:19][NH:15]5)[NH:24][CH:23]=4)=[CH:26][N:27]=3)=[N:34][CH:33]=2)[N:36]=1. The yield is 0.990. (4) The reactants are [C:1]([C:5]1[CH:29]=[CH:28][C:8]([C:9]([NH:11][C@H:12]([C:21]([O:23][C:24]([CH3:27])([CH3:26])[CH3:25])=[O:22])[CH2:13][C:14]2[CH:19]=[CH:18][C:17]([OH:20])=[CH:16][CH:15]=2)=[O:10])=[CH:7][CH:6]=1)([CH3:4])([CH3:3])[CH3:2].C1C=CC(N([S:37]([C:40]([F:43])([F:42])[F:41])(=[O:39])=[O:38])[S:37]([C:40]([F:43])([F:42])[F:41])(=[O:39])=[O:38])=CC=1. The catalyst is C(Cl)Cl.CCN(C(C)C)C(C)C. The product is [C:1]([C:5]1[CH:29]=[CH:28][C:8]([C:9]([NH:11][C@@H:12]([CH2:13][C:14]2[CH:15]=[CH:16][C:17]([O:20][S:37]([C:40]([F:43])([F:42])[F:41])(=[O:39])=[O:38])=[CH:18][CH:19]=2)[C:21]([O:23][C:24]([CH3:27])([CH3:26])[CH3:25])=[O:22])=[O:10])=[CH:7][CH:6]=1)([CH3:4])([CH3:2])[CH3:3]. The yield is 1.00. (5) The reactants are [NH2:1][C@H:2]([C@H:8]([O:10][CH3:11])[CH3:9])[C:3]([N:5]([CH3:7])[CH3:6])=[O:4].C(=O)([O-])[O-].[Cs+].[Cs+].C1C=CC(P(C2C(C3C(P(C4C=CC=CC=4)C4C=CC=CC=4)=CC=C4C=3C=CC=C4)=C3C(C=CC=C3)=CC=2)C2C=CC=CC=2)=CC=1.Br[C:65]1[CH:69]=[C:68]([C:70]#[C:71][C:72]([CH3:75])([CH3:74])[CH3:73])[S:67][C:66]=1[C:76]([O:78][CH3:79])=[O:77]. The catalyst is O1CCOCC1.CCOC(C)=O.C1C=CC(/C=C/C(/C=C/C2C=CC=CC=2)=O)=CC=1.C1C=CC(/C=C/C(/C=C/C2C=CC=CC=2)=O)=CC=1.C1C=CC(/C=C/C(/C=C/C2C=CC=CC=2)=O)=CC=1.[Pd].[Pd]. The product is [CH3:7][N:5]([CH3:6])[C:3](=[O:4])[C@H:2]([NH:1][C:65]1[CH:69]=[C:68]([C:70]#[C:71][C:72]([CH3:74])([CH3:75])[CH3:73])[S:67][C:66]=1[C:76]([O:78][CH3:79])=[O:77])[C@H:8]([O:10][CH3:11])[CH3:9]. The yield is 0.660. (6) The reactants are [H][H].[C:3]([N:6]1[C:15]2[C:10](=[C:11]([O:29][CH2:30][CH2:31][CH3:32])[C:12]([C:16]3[CH2:21][CH2:20][N:19]([C:22]([O:24][C:25]([CH3:28])([CH3:27])[CH3:26])=[O:23])[CH2:18][CH:17]=3)=[CH:13][CH:14]=2)[CH2:9][CH2:8][C@@H:7]1[CH3:33])(=[O:5])[CH3:4]. The catalyst is CO.[OH-].[OH-].[Pd+2]. The product is [C:3]([N:6]1[C:15]2[C:10](=[C:11]([O:29][CH2:30][CH2:31][CH3:32])[C:12]([CH:16]3[CH2:21][CH2:20][N:19]([C:22]([O:24][C:25]([CH3:27])([CH3:26])[CH3:28])=[O:23])[CH2:18][CH2:17]3)=[CH:13][CH:14]=2)[CH2:9][CH2:8][C@@H:7]1[CH3:33])(=[O:5])[CH3:4]. The yield is 1.00. (7) The reactants are [O:1]=[C:2]([CH3:18])[CH2:3][C:4]1[CH:9]=[CH:8][N:7]=[C:6]([NH:10][C:11](=[O:17])[O:12][C:13]([CH3:16])([CH3:15])[CH3:14])[CH:5]=1.[BH4-].[Na+]. The catalyst is CO. The product is [OH:1][CH:2]([CH3:18])[CH2:3][C:4]1[CH:9]=[CH:8][N:7]=[C:6]([NH:10][C:11](=[O:17])[O:12][C:13]([CH3:15])([CH3:14])[CH3:16])[CH:5]=1. The yield is 0.850. (8) The reactants are [C:1]([C:5]1[C:14]2[C:9](=[CH:10][CH:11]=[CH:12][CH:13]=2)[N:8]=[C:7]([CH3:15])[C:6]=1[CH:16]([OH:22])[C:17]([O:19][CH2:20][CH3:21])=[O:18])([CH3:4])([CH3:3])[CH3:2].Cl(O)(=O)(=O)=O.C(=O)(O)[O-].[Na+]. The catalyst is C(OC(=O)C)(C)(C)C. The product is [C:1]([O:22][CH:16]([C:6]1[C:7]([CH3:15])=[N:8][C:9]2[C:14]([C:5]=1[C:1]([CH3:4])([CH3:2])[CH3:3])=[CH:13][CH:12]=[CH:11][CH:10]=2)[C:17]([O:19][CH2:20][CH3:21])=[O:18])([CH3:4])([CH3:3])[CH3:2]. The yield is 0.317.